The task is: Predict the reactants needed to synthesize the given product.. This data is from Full USPTO retrosynthesis dataset with 1.9M reactions from patents (1976-2016). (1) Given the product [Cl:21][C:22]1[CH:27]=[C:26]([Cl:28])[CH:25]=[CH:24][C:23]=1[S:29]([NH:20][C:4]1[CH:5]=[C:6]([Cl:19])[C:7]([CH2:8][C:9]2[N:10]=[CH:11][C:12]3[C:17]([CH:18]=2)=[CH:16][CH:15]=[CH:14][CH:13]=3)=[C:2]([Cl:1])[CH:3]=1)(=[O:31])=[O:30], predict the reactants needed to synthesize it. The reactants are: [Cl:1][C:2]1[CH:3]=[C:4]([NH2:20])[CH:5]=[C:6]([Cl:19])[C:7]=1[CH2:8][C:9]1[N:10]=[CH:11][C:12]2[C:17]([CH:18]=1)=[CH:16][CH:15]=[CH:14][CH:13]=2.[Cl:21][C:22]1[CH:27]=[C:26]([Cl:28])[CH:25]=[CH:24][C:23]=1[S:29](Cl)(=[O:31])=[O:30]. (2) Given the product [CH:1]1[C:13]2[N:12]([C:14]3[CH:15]=[CH:16][C:17]([C:20]4[N:21]([C:39]5[N:44]=[C:43]([C:45]6[CH:50]=[CH:49][CH:48]=[CH:47][CH:46]=6)[CH:57]=[C:41]([C:51]6[CH:56]=[CH:55][CH:54]=[CH:53][CH:52]=6)[N:40]=5)[C:22]5[C:23]([N:35]=4)=[CH:24][C:25]4[S:26][C:27]6[C:32]([C:33]=4[CH:34]=5)=[CH:31][CH:30]=[CH:29][CH:28]=6)=[CH:18][CH:19]=3)[C:11]3[C:6](=[CH:7][CH:8]=[CH:9][CH:10]=3)[C:5]=2[CH:4]=[CH:3][CH:2]=1, predict the reactants needed to synthesize it. The reactants are: [CH:1]1[C:13]2[N:12]([C:14]3[CH:19]=[CH:18][C:17]([C:20]4[NH:21][C:22]5[C:23]([N:35]=4)=[CH:24][C:25]4[S:26][C:27]6[C:32]([C:33]=4[CH:34]=5)=[CH:31][CH:30]=[CH:29][CH:28]=6)=[CH:16][CH:15]=3)[C:11]3[C:6](=[CH:7][CH:8]=[CH:9][CH:10]=3)[C:5]=2[CH:4]=[CH:3][CH:2]=1.[H-].[Na+].Cl[C:39]1[N:44]=[C:43]([C:45]2[CH:50]=[CH:49][CH:48]=[CH:47][CH:46]=2)N=[C:41]([C:51]2[CH:56]=[CH:55][CH:54]=[CH:53][CH:52]=2)[N:40]=1.[CH3:57]N(C)C=O. (3) Given the product [C:23]([S:129][CH2:128][CH2:127][NH:126][C:124](=[O:125])[CH2:123][CH2:122][NH:121][C:119](=[O:120])[C@H:117]([OH:118])[C:114]([CH3:116])([CH3:115])[CH2:113][O:112][P:109]([OH:111])(=[O:110])[O:108][P:105]([OH:107])(=[O:106])[O:104][CH2:103][C@H:102]1[O:130][C@@H:93]([N:131]2[C:140]3[N:139]=[CH:138][N:137]=[C:135]([NH2:136])[C:134]=3[N:133]=[CH:132]2)[C@H:94]([OH:95])[C@@H:96]1[O:97][P:98]([OH:101])([OH:100])=[O:99])(=[O:22])[CH2:24][CH2:25][CH2:26][CH2:27][CH2:78][CH2:79][CH2:80]/[CH:81]=[CH:82]\[CH2:77][CH2:70][CH2:71][CH2:76][CH2:75][CH2:74][CH2:73][CH3:72], predict the reactants needed to synthesize it. The reactants are: C(O)C(N)(CO)CO.Cl.P([O:22][CH2:23][C@H:24]1O[C@@H:27](N2C3N=CN=C(N)C=3N=C2)[C@H:26](O)[C@@H:25]1O)(OP(OP(O)(O)=O)(O)=O)(=O)O.C(N(CC(O)=O)CC(O)=O)CN(CC(O)=O)CC(O)=O.[F-].[Na+].CCC(CO[C:70](C(N(CC[NH+](C)C)C)=O)([C:77]1[CH:82]=[CH:81][CH:80]=[CH:79][CH:78]=1)[C:71]1[CH:76]=[CH:75][CH:74]=[CH:73][CH:72]=1)CC.[Cl-].[C@@H:93]1([N:131]2[C:140]3[N:139]=[CH:138][N:137]=[C:135]([NH2:136])[C:134]=3[N:133]=[CH:132]2)[O:130][C@H:102]([CH2:103][O:104][P:105]([O:108][P:109]([O:112][CH2:113][C:114]([C@H:117]([C:119]([NH:121][CH2:122][CH2:123][C:124]([NH:126][CH2:127][CH2:128][SH:129])=[O:125])=[O:120])[OH:118])([CH3:116])[CH3:115])([OH:111])=[O:110])([OH:107])=[O:106])[C@@H:96]([O:97][P:98]([OH:101])([OH:100])=[O:99])[C@H:94]1[OH:95]. (4) Given the product [CH:13]1[C:14]2[CH2:15][C:16]3[C:21](=[CH:20][C:19]([C:24](=[O:25])[CH2:27][Cl:28])=[CH:18][CH:17]=3)[CH2:22][C:23]=2[CH:10]=[CH:11][C:12]=1[C:3](=[O:4])[CH2:2][Cl:1], predict the reactants needed to synthesize it. The reactants are: [Cl:1][CH2:2][C:3](Cl)=[O:4].[Cl-].[Cl-].[Cl-].[Al+3].[CH:10]1[C:23]2[CH2:22][C:21]3[C:16](=[CH:17][CH:18]=[CH:19][CH:20]=3)[CH2:15][C:14]=2[CH:13]=[CH:12][CH:11]=1.[CH3:24][OH:25].Cl[CH2:27][Cl:28]. (5) Given the product [Br:1][C:2]1[CH:15]=[CH:14][C:5]2[C:6]3[C:12](=[N:22][OH:23])[CH2:11][CH2:10][CH2:9][C:7]=3[O:8][C:4]=2[CH:3]=1, predict the reactants needed to synthesize it. The reactants are: [Br:1][C:2]1[CH:15]=[CH:14][C:5]2[C:6]3[C:12](=O)[CH2:11][CH2:10][CH2:9][C:7]=3[O:8][C:4]=2[CH:3]=1.C([O-])(=O)C.[Na+].Cl.[NH2:22][OH:23]. (6) Given the product [C:30]([NH:28][N:29]=[C:12]1[NH:11][C:10]2[CH:21]=[CH:22][C:23]([O:25][CH3:26])=[CH:24][C:9]=2[C:8]([C:5]2[CH:6]=[CH:7][C:2]([Br:1])=[CH:3][CH:4]=2)=[N:14][C@H:13]1[CH2:15][C:16]([O:18][CH3:19])=[O:17])(=[O:32])[CH3:31], predict the reactants needed to synthesize it. The reactants are: [Br:1][C:2]1[CH:7]=[CH:6][C:5]([C:8]2[C:9]3[CH:24]=[C:23]([O:25][CH3:26])[CH:22]=[CH:21][C:10]=3[NH:11][C:12](=S)[C@H:13]([CH2:15][C:16]([O:18][CH3:19])=[O:17])[N:14]=2)=[CH:4][CH:3]=1.O.[NH2:28][NH2:29].[C:30](Cl)(=[O:32])[CH3:31]. (7) Given the product [CH2:34]([O:36][C:11]([C:1]1[NH:19][C:20]2[C:21]([CH:6]=1)=[C:22]([Cl:27])[C:23]([Cl:26])=[CH:24][CH:25]=2)=[O:30])[CH3:35].[CH2:34]([O:30][C:29]([C:1]1[NH:19][C:20]2[C:25]([CH:2]=1)=[CH:24][C:23]([Cl:26])=[C:22]([Cl:27])[CH:21]=2)=[O:32])[CH3:35], predict the reactants needed to synthesize it. The reactants are: [C:1]1([CH3:11])[CH:6]=CC(S(O)(=O)=O)=C[CH:2]=1.C(OC(=O)C(=N[NH:19][C:20]1[CH:25]=[CH:24][C:23]([Cl:26])=[C:22]([Cl:27])[CH:21]=1)C)C.[C:29](=[O:32])([O-])[OH:30].[Na+].[CH2:34]([O:36]CC)[CH3:35]. (8) Given the product [C:1]([N:4]1[C:13]2[C:8](=[CH:9][C:10]([N:14]3[CH2:15][CH2:16][NH:17][CH2:18][CH2:19]3)=[CH:11][CH:12]=2)[C@H:7]([NH:27][C:28]2[CH:33]=[CH:32][C:31]([C:34]([NH:35][CH3:36])=[O:37])=[CH:30][CH:29]=2)[C@@H:6]([CH3:38])[C@@H:5]1[CH3:39])(=[O:3])[CH3:2], predict the reactants needed to synthesize it. The reactants are: [C:1]([N:4]1[C:13]2[C:8](=[CH:9][C:10]([N:14]3[CH2:19][CH2:18][N:17](C(OC(C)(C)C)=O)[CH2:16][CH2:15]3)=[CH:11][CH:12]=2)[C@H:7]([NH:27][C:28]2[CH:33]=[CH:32][C:31]([C:34](=[O:37])[NH:35][CH3:36])=[CH:30][CH:29]=2)[C@@H:6]([CH3:38])[C@@H:5]1[CH3:39])(=[O:3])[CH3:2].C(O)(C(F)(F)F)=O.